The task is: Predict the reactants needed to synthesize the given product.. This data is from Full USPTO retrosynthesis dataset with 1.9M reactions from patents (1976-2016). (1) Given the product [CH3:1][O:2][C:3]([C:5]1[C:9]([NH:10][C:11](=[O:15])[CH2:12][O:22][C:23]2[CH:24]=[CH:25][C:26]([C:29]3[CH:34]=[CH:33][CH:32]=[CH:31][CH:30]=3)=[CH:27][CH:28]=2)=[CH:8][S:7][CH:6]=1)=[O:4], predict the reactants needed to synthesize it. The reactants are: [CH3:1][O:2][C:3]([C:5]1[C:9]([NH:10][C:11](=[O:15])[CH2:12]CCl)=[CH:8][S:7][CH:6]=1)=[O:4].C(=O)([O-])[O-].[K+].[K+].[OH:22][C:23]1[CH:28]=[CH:27][C:26]([C:29]2[CH:34]=[CH:33][CH:32]=[CH:31][CH:30]=2)=[CH:25][CH:24]=1.O. (2) Given the product [OH:8][N:9]([CH2:12][CH:13]1[C:19](=[O:20])[NH:18][C:17]2[CH:21]=[CH:22][CH:23]=[CH:24][C:16]=2[CH2:15][CH2:14]1)[CH:10]=[O:11], predict the reactants needed to synthesize it. The reactants are: C([O:8][N:9]([CH2:12][CH:13]1[C:19](=[O:20])[NH:18][C:17]2[CH:21]=[CH:22][CH:23]=[CH:24][C:16]=2[CH2:15][CH2:14]1)[CH:10]=[O:11])C1C=CC=CC=1. (3) Given the product [Cl:1][C:2]1[C:3]([CH2:4][OH:5])=[CH:7][CH:8]=[CH:9][N:10]=1, predict the reactants needed to synthesize it. The reactants are: [Cl:1][C:2]1[N:10]=[CH:9][CH:8]=[CH:7][C:3]=1[C:4](O)=[O:5].ClC1C(CO)=CC(F)=C(Cl)N=1.